Dataset: Reaction yield outcomes from USPTO patents with 853,638 reactions. Task: Predict the reaction yield, written as a fraction of the theoretical maximum amount of product (1.0 means a 100% yield; for example, 0.34 means a 34% yield). (1) The reactants are [F:1][C:2]([F:29])([F:28])[C:3]1[CH:27]=[CH:26][CH:25]=[CH:24][C:4]=1[C:5]([N:7]1[CH2:11][C:10]2[CH2:12][N:13]([C:15]3[CH:23]=[CH:22][C:18]([C:19]([OH:21])=O)=[CH:17][N:16]=3)[CH2:14][C:9]=2[CH2:8]1)=[O:6].Cl.[S:31]1[CH:35]=[C:34]([CH2:36][NH2:37])[N:33]=[CH:32]1. The yield is 0.160. The product is [S:31]1[CH:35]=[C:34]([CH2:36][NH:37][C:19](=[O:21])[C:18]2[CH:22]=[CH:23][C:15]([N:13]3[CH2:14][C:9]4[CH2:8][N:7]([C:5](=[O:6])[C:4]5[CH:24]=[CH:25][CH:26]=[CH:27][C:3]=5[C:2]([F:29])([F:28])[F:1])[CH2:11][C:10]=4[CH2:12]3)=[N:16][CH:17]=2)[N:33]=[CH:32]1. No catalyst specified. (2) The reactants are [Cl:1][C:2]1[CH:7]=[CH:6][C:5]([C:8]2[N:12]([C:13]3[CH:18]=[CH:17][C:16]([S:19]([NH2:22])(=[O:21])=[O:20])=[CH:15][CH:14]=3)[N:11]=[C:10]([CH2:23]Cl)[CH:9]=2)=[CH:4][CH:3]=1.[C-:25]#[N:26].[Na+]. The catalyst is CS(C)=O.O. The product is [Cl:1][C:2]1[CH:3]=[CH:4][C:5]([C:8]2[N:12]([C:13]3[CH:14]=[CH:15][C:16]([S:19]([NH2:22])(=[O:20])=[O:21])=[CH:17][CH:18]=3)[N:11]=[C:10]([CH2:23][C:25]#[N:26])[CH:9]=2)=[CH:6][CH:7]=1. The yield is 0.750. (3) The reactants are CO/[CH:3]=[CH:4]/[C:5]([O:7][CH3:8])=[O:6].C1C(=O)N(Br)C(=O)C1.[C:17]([C:19]1[CH:34]=[CH:33][C:22]([CH2:23][N:24]2[CH2:29][CH2:28][N:27]([C:30](=[S:32])[NH2:31])[CH2:26][CH2:25]2)=[CH:21][CH:20]=1)#[N:18]. The catalyst is O1CCOCC1.O. The product is [C:17]([C:19]1[CH:20]=[CH:21][C:22]([CH2:23][N:24]2[CH2:29][CH2:28][N:27]([C:30]3[S:32][C:4]([C:5]([O:7][CH3:8])=[O:6])=[CH:3][N:31]=3)[CH2:26][CH2:25]2)=[CH:33][CH:34]=1)#[N:18]. The yield is 0.770.